This data is from Forward reaction prediction with 1.9M reactions from USPTO patents (1976-2016). The task is: Predict the product of the given reaction. (1) Given the reactants [CH2:1]([N:3]([CH2:9][C:10]1[CH:15]=[C:14]([C:16]([F:19])([F:18])[F:17])[CH:13]=[CH:12][C:11]=1[C:20]1[CH:25]=[C:24]([C@@H:26]([CH3:42])[C:27](N2[C@H](C)[C@H](C3C=CC=CC=3)OC2=O)=[O:28])[CH:23]=[CH:22][C:21]=1[O:43][CH3:44])[C:4]([CH:6]1[CH2:8][CH2:7]1)=[O:5])[CH3:2].[OH:45]O.[OH-].[Li+].Cl, predict the reaction product. The product is: [CH:6]1([C:4]([N:3]([CH2:9][C:10]2[CH:15]=[C:14]([C:16]([F:17])([F:19])[F:18])[CH:13]=[CH:12][C:11]=2[C:20]2[C:21]([O:43][CH3:44])=[CH:22][CH:23]=[C:24]([C@@H:26]([CH3:42])[C:27]([OH:45])=[O:28])[CH:25]=2)[CH2:1][CH3:2])=[O:5])[CH2:8][CH2:7]1. (2) Given the reactants [C:1]1(=[O:7])O[C:4](=[O:5])[CH:3]=[CH:2]1.[CH3:8][CH:9]([CH2:13][CH2:14][CH2:15][CH:16]([CH3:18])[CH3:17])[CH2:10][CH2:11][NH2:12].C[Si](C)(C)N[Si](C)(C)C.Cl, predict the reaction product. The product is: [CH3:8][CH:9]([CH2:13][CH2:14][CH2:15][CH:16]([CH3:18])[CH3:17])[CH2:10][CH2:11][N:12]1[C:4](=[O:5])[CH:3]=[CH:2][C:1]1=[O:7]. (3) Given the reactants [Br:1][C:2]1[CH:10]=[CH:9][C:5]([C:6](O)=[O:7])=[CH:4][CH:3]=1.O=S(Cl)[Cl:13], predict the reaction product. The product is: [Br:1][C:2]1[CH:10]=[CH:9][C:5]([C:6]([Cl:13])=[O:7])=[CH:4][CH:3]=1. (4) Given the reactants Br[C:2]1[C:3]([CH:26]([CH3:28])[CH3:27])=[N:4][C:5]([N:10]2[CH2:15][CH2:14][N:13]([CH2:16][C:17]3[CH:22]=[CH:21][C:20]([O:23][CH3:24])=[CH:19][CH:18]=3)[C@H:12]([CH3:25])[CH2:11]2)=[C:6]([CH:9]=1)[C:7]#[N:8].[F:29][C:30]1[CH:35]=[CH:34][C:33](B(O)O)=[CH:32][CH:31]=1.C([O-])([O-])=O.[K+].[K+], predict the reaction product. The product is: [F:29][C:30]1[CH:35]=[CH:34][C:33]([C:2]2[C:3]([CH:26]([CH3:27])[CH3:28])=[N:4][C:5]([N:10]3[CH2:15][CH2:14][N:13]([CH2:16][C:17]4[CH:22]=[CH:21][C:20]([O:23][CH3:24])=[CH:19][CH:18]=4)[C@H:12]([CH3:25])[CH2:11]3)=[C:6]([CH:9]=2)[C:7]#[N:8])=[CH:32][CH:31]=1. (5) Given the reactants [Cl:1][C:2]1[C:3]([O:16][CH3:17])=[CH:4][C:5]([CH3:15])=[C:6]([CH:8](O)[C:9]([O:11][CH2:12][CH3:13])=[O:10])[CH:7]=1.S(Cl)([Cl:20])=O, predict the reaction product. The product is: [Cl:20][CH:8]([C:6]1[CH:7]=[C:2]([Cl:1])[C:3]([O:16][CH3:17])=[CH:4][C:5]=1[CH3:15])[C:9]([O:11][CH2:12][CH3:13])=[O:10]. (6) Given the reactants [F:1][C:2]([F:12])([F:11])[O:3][C:4]1[CH:10]=[CH:9][CH:8]=[CH:7][C:5]=1[NH2:6].O.[F:14][C:15]([F:23])([F:22])[C:16]([C:18]([F:21])([F:20])[F:19])=[O:17].C(=O)([O-])O.[Na+], predict the reaction product. The product is: [F:1][C:2]([F:11])([F:12])[O:3][C:4]1[CH:10]=[C:9]([C:16]([OH:17])([C:18]([F:21])([F:20])[F:19])[C:15]([F:23])([F:22])[F:14])[CH:8]=[CH:7][C:5]=1[NH2:6]. (7) Given the reactants [CH2:1]([C:3]1[CH:8]=[CH:7][C:6]([NH:9][C:10]2[C:15]([F:16])=[C:14]([F:17])[CH:13]=[CH:12][C:11]=2[C:18](=[O:23])[CH2:19][CH2:20][CH:21]=[CH2:22])=[C:5]([F:24])[CH:4]=1)[CH3:2].B.C1C[O:29]CC1, predict the reaction product. The product is: [CH2:1]([C:3]1[CH:8]=[CH:7][C:6]([NH:9][C:10]2[C:15]([F:16])=[C:14]([F:17])[CH:13]=[CH:12][C:11]=2[C:18](=[O:23])[CH2:19][CH2:20][CH2:21][CH2:22][OH:29])=[C:5]([F:24])[CH:4]=1)[CH3:2]. (8) Given the reactants [Br:1][C:2]1[CH:7]=[C:6]([NH:8][S:9]([CH3:12])(=[O:11])=[O:10])[C:5](I)=[CH:4][N:3]=1.[C:14]([C:16]1[CH:17]=[N:18][N:19]([CH2:21][C:22]2[CH:26]=[C:25]([CH3:27])[O:24][N:23]=2)[CH:20]=1)#[CH:15].C(N(CC)CC)C, predict the reaction product. The product is: [Br:1][C:2]1[N:3]=[CH:4][C:5]2[CH:15]=[C:14]([C:16]3[CH:17]=[N:18][N:19]([CH2:21][C:22]4[CH:26]=[C:25]([CH3:27])[O:24][N:23]=4)[CH:20]=3)[N:8]([S:9]([CH3:12])(=[O:11])=[O:10])[C:6]=2[CH:7]=1. (9) Given the reactants Cl.[F:2][C:3]([F:14])([F:13])[C:4]([N:6]1[CH2:11][CH2:10][CH:9]([NH2:12])[CH2:8][CH2:7]1)=[O:5].[O:15]1[C:20]2[CH:21]=[CH:22][C:23]([CH:25]=O)=[CH:24][C:19]=2[O:18][CH2:17][CH2:16]1.C(O)(=O)C.C(O[BH-](OC(=O)C)OC(=O)C)(=O)C.[Na+], predict the reaction product. The product is: [O:15]1[C:20]2[CH:21]=[CH:22][C:23]([CH2:25][NH:12][CH:9]3[CH2:10][CH2:11][N:6]([C:4](=[O:5])[C:3]([F:2])([F:13])[F:14])[CH2:7][CH2:8]3)=[CH:24][C:19]=2[O:18][CH2:17][CH2:16]1. (10) Given the reactants C[O:2][C:3]([C:5]1[CH:13]=[C:12]2[C:8]([C:9]([CH:32]3[CH2:37][CH2:36][CH2:35][CH2:34][CH2:33]3)=[C:10]([C:23]3[CH:28]=[CH:27][C:26]([NH2:29])=[C:25]([CH:30]=O)[CH:24]=3)[N:11]2[CH2:14][C:15]([N:17]2[CH2:22][CH2:21][O:20][CH2:19][CH2:18]2)=[O:16])=[CH:7][CH:6]=1)=[O:4].[CH3:38][C:39]1[CH:40]=[C:41]([C:44](=O)[CH3:45])[S:42][CH:43]=1, predict the reaction product. The product is: [CH:32]1([C:9]2[C:8]3[C:12](=[CH:13][C:5]([C:3]([OH:2])=[O:4])=[CH:6][CH:7]=3)[N:11]([CH2:14][C:15]([N:17]3[CH2:22][CH2:21][O:20][CH2:19][CH2:18]3)=[O:16])[C:10]=2[C:23]2[CH:24]=[C:25]3[C:26](=[CH:27][CH:28]=2)[N:29]=[C:44]([C:41]2[S:42][CH:43]=[C:39]([CH3:38])[CH:40]=2)[CH:45]=[CH:30]3)[CH2:33][CH2:34][CH2:35][CH2:36][CH2:37]1.